This data is from Full USPTO retrosynthesis dataset with 1.9M reactions from patents (1976-2016). The task is: Predict the reactants needed to synthesize the given product. (1) Given the product [C:21]([O:20][C:18](=[O:19])[NH:8][C:9]1[CH:14]=[CH:13][C:12]([CH2:15][CH2:16][OH:17])=[CH:11][CH:10]=1)([CH3:24])([CH3:23])[CH3:22], predict the reactants needed to synthesize it. The reactants are: C(N(CC)CC)C.[NH2:8][C:9]1[CH:14]=[CH:13][C:12]([CH2:15][CH2:16][OH:17])=[CH:11][CH:10]=1.[C:18](O[C:18]([O:20][C:21]([CH3:24])([CH3:23])[CH3:22])=[O:19])([O:20][C:21]([CH3:24])([CH3:23])[CH3:22])=[O:19]. (2) Given the product [OH:8][C:9]1[CH:36]=[CH:35][C:34]([O:37][C:38]2[CH:43]=[CH:42][CH:41]=[CH:40][CH:39]=2)=[CH:33][C:10]=1[C:11]([NH:13][C:14]1[CH:26]=[C:25]([C:27]2[CH:32]=[CH:31][CH:30]=[CH:29][CH:28]=2)[CH:24]=[CH:23][C:15]=1[C:16]([O:18][C:19]([CH3:22])([CH3:21])[CH3:20])=[O:17])=[O:12], predict the reactants needed to synthesize it. The reactants are: C([O:8][C:9]1[CH:36]=[CH:35][C:34]([O:37][C:38]2[CH:43]=[CH:42][CH:41]=[CH:40][CH:39]=2)=[CH:33][C:10]=1[C:11]([NH:13][C:14]1[CH:26]=[C:25]([C:27]2[CH:32]=[CH:31][CH:30]=[CH:29][CH:28]=2)[CH:24]=[CH:23][C:15]=1[C:16]([O:18][C:19]([CH3:22])([CH3:21])[CH3:20])=[O:17])=[O:12])C1C=CC=CC=1. (3) Given the product [CH3:1][N:2]1[C:6](=[O:7])[N:5]([CH2:19][C:16]2[CH:17]=[CH:18][C:13]([C:12]([O:11][CH3:10])=[O:21])=[CH:14][CH:15]=2)[C:4](=[O:8])[NH:3]1, predict the reactants needed to synthesize it. The reactants are: [CH3:1][N:2]1[C:6](=[O:7])[NH:5][C:4](=[O:8])[NH:3]1.[Na].[CH3:10][O:11][C:12](=[O:21])[C:13]1[CH:18]=[CH:17][C:16]([CH2:19]Cl)=[CH:15][CH:14]=1. (4) Given the product [Cl:1][C:2]1[CH:3]=[CH:4][C:5]([CH2:6][N:7]2[C:12](=[N:13][C:14]3[CH:19]=[CH:18][C:17]([O:20][CH:21]([CH3:23])[CH3:22])=[C:16]([F:24])[CH:15]=3)[NH:11][C:10](=[O:25])[N:9]([CH2:26][C:27]3[CH:32]=[CH:31][C:30](=[O:33])[NH:29][CH:28]=3)[C:8]2=[O:35])=[CH:36][CH:37]=1, predict the reactants needed to synthesize it. The reactants are: [Cl:1][C:2]1[CH:37]=[CH:36][C:5]([CH2:6][N:7]2[C:12](=[N:13][C:14]3[CH:19]=[CH:18][C:17]([O:20][CH:21]([CH3:23])[CH3:22])=[C:16]([F:24])[CH:15]=3)[NH:11][C:10](=[O:25])[N:9]([CH2:26][C:27]3[CH:28]=[N:29][C:30]([O:33]C)=[CH:31][CH:32]=3)[C:8]2=[O:35])=[CH:4][CH:3]=1.[I-].[Na+].C(#N)C.Cl[Si](C)(C)C. (5) Given the product [CH3:39][O:38][C:35](=[O:37])[C:2]1[CH:7]=[CH:6][C:5]([C@H:8]([C:19]2[CH:24]=[CH:23][CH:22]=[CH:21][C:20]=2[CH3:25])[CH2:9][C:10]([C:12]2[CH:17]=[CH:16][N:15]=[C:14]([CH3:18])[CH:13]=2)=[O:11])=[CH:4][CH:3]=1, predict the reactants needed to synthesize it. The reactants are: Br[C:2]1[CH:7]=[CH:6][C:5]([C@H:8]([C:19]2[CH:24]=[CH:23][CH:22]=[CH:21][C:20]=2[CH3:25])[CH2:9][C:10]([C:12]2[CH:17]=[CH:16][N:15]=[C:14]([CH3:18])[CH:13]=2)=[O:11])=[CH:4][CH:3]=1.C(N(CC)CC)C.[Cl-].[NH4+].[C:35]([O:38][CH2:39]C)(=[O:37])C. (6) Given the product [CH2:13]([N:10]1[C:11](=[O:12])[C:6]([C:4]([NH:24][CH2:25][C:26]([OH:28])=[O:27])=[O:5])=[C:7]([OH:23])[C:8]2=[CH:22][CH:21]=[CH:20][N:9]12)[C:14]1[CH:19]=[CH:18][CH:17]=[CH:16][CH:15]=1, predict the reactants needed to synthesize it. The reactants are: C(O[C:4]([C:6]1[C:11](=[O:12])[N:10]([CH2:13][C:14]2[CH:19]=[CH:18][CH:17]=[CH:16][CH:15]=2)[N:9]2[CH:20]=[CH:21][CH:22]=[C:8]2[C:7]=1[OH:23])=[O:5])C.[NH2:24][CH2:25][C:26]([O-:28])=[O:27].[Na+]. (7) Given the product [CH3:18][N:17]([CH3:19])[CH2:16][CH2:15][N:13]([CH3:14])[C:11]([C:9]1[S:10][C:3]2[C:4](=[N:5][CH:6]=[CH:7][C:2]=2[O:33][C:29]2[CH:28]=[C:27]3[C:32]([C:24]([C:22]([NH:21][CH3:20])=[O:23])=[C:25]([CH3:35])[N:26]3[CH3:34])=[CH:31][CH:30]=2)[CH:8]=1)=[O:12], predict the reactants needed to synthesize it. The reactants are: Cl[C:2]1[CH:7]=[CH:6][N:5]=[C:4]2[CH:8]=[C:9]([C:11]([N:13]([CH2:15][CH2:16][N:17]([CH3:19])[CH3:18])[CH3:14])=[O:12])[S:10][C:3]=12.[CH3:20][NH:21][C:22]([C:24]1[C:32]2[C:27](=[CH:28][C:29]([OH:33])=[CH:30][CH:31]=2)[N:26]([CH3:34])[C:25]=1[CH3:35])=[O:23].C([O-])([O-])=O.[Cs+].[Cs+]. (8) Given the product [CH3:1][S:2]([O:5][CH2:6][CH2:7][N:8]1[CH2:12][CH2:11][CH2:15][C:9]1=[O:13])(=[O:4])=[O:3], predict the reactants needed to synthesize it. The reactants are: [CH3:1][S:2]([O:5][CH2:6][CH2:7][N:8]1[CH2:12][CH2:11]N[C:9]1=[O:13])(=[O:4])=[O:3].O[CH2:15]CN1CCCC1=O.